Predict the reaction yield, written as a fraction of the theoretical maximum amount of product (1.0 means a 100% yield; for example, 0.34 means a 34% yield). From a dataset of Reaction yield outcomes from USPTO patents with 853,638 reactions. (1) The reactants are [CH:1]1([NH:6][C:7](=[O:26])[NH:8][CH:9]([C:11]2[S:15][C:14]([C:16]([NH:18][O:19]C3CCCCO3)=[O:17])=[CH:13][CH:12]=2)[CH3:10])[CH2:5][CH2:4][CH2:3][CH2:2]1.Cl. The catalyst is C1COCC1.O1CCOCC1. The product is [CH:1]1([NH:6][C:7](=[O:26])[NH:8][CH:9]([C:11]2[S:15][C:14]([C:16]([NH:18][OH:19])=[O:17])=[CH:13][CH:12]=2)[CH3:10])[CH2:5][CH2:4][CH2:3][CH2:2]1. The yield is 0.160. (2) The reactants are C(OC([N:8]1[CH2:13][CH2:12][CH:11]([O:14][C:15]2[CH:20]=[CH:19][C:18]([CH:21]=[CH:22][C:23]([N:25]3[CH2:30][CH2:29][O:28][CH2:27][CH2:26]3)=[O:24])=[CH:17][N:16]=2)[CH2:10][CH2:9]1)=O)(C)(C)C.FC(F)(F)C(O)=O.O. The catalyst is ClCCl. The product is [N:25]1([C:23](=[O:24])[CH:22]=[CH:21][C:18]2[CH:19]=[CH:20][C:15]([O:14][CH:11]3[CH2:12][CH2:13][NH:8][CH2:9][CH2:10]3)=[N:16][CH:17]=2)[CH2:30][CH2:29][O:28][CH2:27][CH2:26]1. The yield is 0.900. (3) The reactants are [C:1]1([S:7]([N:10]2[C:18]3[C:13](=[CH:14][C:15]([C:20](=O)[CH3:21])=[CH:16][C:17]=3[F:19])[CH:12]=[C:11]2[CH3:23])(=[O:9])=[O:8])[CH:6]=[CH:5][CH:4]=[CH:3][CH:2]=1.[CH3:24][C:25]([S@@:28]([NH2:30])=[O:29])([CH3:27])[CH3:26]. The catalyst is C1COCC1.[Cl-].[Na+].O. The product is [C:1]1([S:7]([N:10]2[C:18]3[C:13](=[CH:14][C:15]([C:20](=[N:30][S@:28]([C:25]([CH3:27])([CH3:26])[CH3:24])=[O:29])[CH3:21])=[CH:16][C:17]=3[F:19])[CH:12]=[C:11]2[CH3:23])(=[O:9])=[O:8])[CH:6]=[CH:5][CH:4]=[CH:3][CH:2]=1. The yield is 0.760. (4) The reactants are [CH3:14][CH:12]([O:11][C:9](/[N:8]=[N:8]/[C:9]([O:11][CH:12]([CH3:14])C)=[O:10])=[O:10])C.C(N1CCN(CCCO[C:28]2[CH:33]=[CH:32][C:31]([CH:34]3[CH2:39][CH2:38]N(C4CCC5N(C(C(F)(F)F)=NN=5)N=4)[CH2:36][CH2:35]3)=[CH:30][CH:29]=2)CC1)(=O)C.[OH:53][CH2:54][CH2:55][N:56]1[CH2:61][CH2:60][N:59]([C:62]([O:64][C:65]([CH3:68])([CH3:67])[CH3:66])=[O:63])[CH2:58][CH2:57]1.[C:69]1(P([C:69]2[CH:74]=[CH:73]C=[CH:71][CH:70]=2)[C:69]2[CH:74]=[CH:73]C=[CH:71][CH:70]=2)[CH:74]=[CH:73]C=[CH:71][CH:70]=1. The catalyst is C1COCC1. The product is [CH2:12]([O:11][C:9]([N:8]1[CH2:36][CH:35]=[C:34]([C:31]2[CH:30]=[CH:29][C:28]([O:53][CH2:54][CH2:55][N:56]3[CH2:61][CH2:60][N:59]([C:62]([O:64][C:65]([CH3:68])([CH3:67])[CH3:66])=[O:63])[CH2:58][CH2:57]3)=[CH:33][CH:32]=2)[CH2:39][CH2:38]1)=[O:10])[C:14]1[CH:73]=[CH:74][CH:69]=[CH:70][CH:71]=1. The yield is 0.820. (5) The reactants are C[O:2][C:3](=O)[C:4]1[CH:9]=[CH:8][C:7]([CH2:10][N:11]([C@@H:22]2[CH2:28][CH2:27][CH2:26][CH2:25][CH2:24][C@@H:23]2[C:29](=[O:31])[NH2:30])[S:12]([C:15]2[CH:20]=[CH:19][C:18]([Cl:21])=[CH:17][CH:16]=2)(=[O:14])=[O:13])=[CH:6][CH:5]=1.[CH2:33]([NH2:35])[CH3:34]. No catalyst specified. The product is [Cl:21][C:18]1[CH:19]=[CH:20][C:15]([S:12]([N:11]([CH2:10][C:7]2[CH:6]=[CH:5][C:4]([C:3](=[O:2])[NH:35][CH2:33][CH3:34])=[CH:9][CH:8]=2)[C@H:22]2[CH2:28][CH2:27][CH2:26][CH2:25][CH2:24][C@H:23]2[C:29]([NH2:30])=[O:31])(=[O:13])=[O:14])=[CH:16][CH:17]=1. The yield is 0.180. (6) The reactants are [CH3:1][N:2]1[CH2:7][CH2:6][CH:5]([NH2:8])[CH2:4][CH2:3]1.C(N(CC)CC)C.[I:16][C:17]1[CH:25]=[CH:24][C:20]([C:21](Cl)=[O:22])=[CH:19][CH:18]=1. The catalyst is C1COCC1. The product is [I:16][C:17]1[CH:25]=[CH:24][C:20]([C:21]([NH:8][CH:5]2[CH2:6][CH2:7][N:2]([CH3:1])[CH2:3][CH2:4]2)=[O:22])=[CH:19][CH:18]=1. The yield is 0.880.